From a dataset of HIV replication inhibition screening data with 41,000+ compounds from the AIDS Antiviral Screen. Binary Classification. Given a drug SMILES string, predict its activity (active/inactive) in a high-throughput screening assay against a specified biological target. (1) The compound is NCC1OC(OC2C(CO)OC(OC3C(O)C(N)CC(N)C3OC3OC(CO)C(O)CC3N)C2O)C(N)C(O)C1OC1OC(CO)C(O)C(O)C1O.O=S(=O)(O)O. The result is 0 (inactive). (2) The compound is Cc1cn(COCCN2C(=O)c3ccccc3C2=O)c(=O)[nH]c1=O. The result is 0 (inactive). (3) The drug is O=C1c2ccccc2CC12Cc1ccc3c(c1C2=O)CCCC3. The result is 0 (inactive). (4) The compound is CCCCCCC(=O)CC(CCC(=O)N(Cc1ccccc1)Cc1ccccc1)=NNC(N)=O. The result is 0 (inactive). (5) The compound is O=c1[nH]c(=O)n(C2CC(O)C(CO)O2)cc1OCCCc1ccccc1. The result is 0 (inactive). (6) The result is 0 (inactive). The molecule is COc1ccc2c(c1O)-c1c(O)cccc1CCN(C)CC2.